Dataset: Reaction yield outcomes from USPTO patents with 853,638 reactions. Task: Predict the reaction yield, written as a fraction of the theoretical maximum amount of product (1.0 means a 100% yield; for example, 0.34 means a 34% yield). The reactants are C1(P(C2C=CC=CC=2)C2C=CC=CC=2)C=CC=CC=1.[CH2:20]([O:22][CH:23]([O:26][CH2:27][CH3:28])[CH2:24][CH3:25])[CH3:21].[NH:29]1[CH2:34][CH2:33][CH2:32][CH2:31][CH2:30]1.CN(C=[O:39])C. The catalyst is CCOC(C)=O.C([O-])(=O)C.[Pd+2].C([O-])(=O)C. The product is [CH2:20]([O:22][CH:23]([O:26][CH2:27][CH3:28])[C:24]1[O:39][C:32]2[CH:33]=[CH:34][N:29]=[CH:30][C:31]=2[CH:25]=1)[CH3:21]. The yield is 0.640.